Dataset: Forward reaction prediction with 1.9M reactions from USPTO patents (1976-2016). Task: Predict the product of the given reaction. (1) Given the reactants CS(O[CH2:6][C@@H:7]1[CH2:12][CH2:11][CH2:10][CH2:9][C@H:8]1[C:13]([O:15][CH3:16])=[O:14])(=O)=O.[N-:17]=[N+:18]=[N-:19].[Na+], predict the reaction product. The product is: [N:17]([CH2:6][C@@H:7]1[CH2:12][CH2:11][CH2:10][CH2:9][C@H:8]1[C:13]([O:15][CH3:16])=[O:14])=[N+:18]=[N-:19]. (2) Given the reactants [CH3:1][O:2][C:3](=[O:22])[C:4]1[CH:16]=[C:15]([CH:17]([OH:21])[CH:18]([CH3:20])[CH3:19])[CH:14]=[C:6]([C:7]([N:9]([CH3:13])[CH2:10][CH2:11][CH3:12])=[O:8])[CH:5]=1.CC(OI1(OC(C)=O)(OC(C)=O)OC(=O)C2C=CC=CC1=2)=O, predict the reaction product. The product is: [CH3:1][O:2][C:3](=[O:22])[C:4]1[CH:16]=[C:15]([C:17](=[O:21])[CH:18]([CH3:19])[CH3:20])[CH:14]=[C:6]([C:7]([N:9]([CH3:13])[CH2:10][CH2:11][CH3:12])=[O:8])[CH:5]=1. (3) Given the reactants C(OC)(=O)C1C(=CC=CC=1)N.[CH3:12][O:13][C:14](=[O:41])[C:15]1[CH:20]=[CH:19][CH:18]=[CH:17][C:16]=1[N:21]1[C:25]([CH3:26])=[CH:24][C:23]([C:27](=[O:39])[NH:28][C:29]2[CH:34]=[CH:33][C:32]([S:35]([CH3:38])(=[O:37])=[O:36])=[CH:31][CH:30]=2)=[C:22]1[CH3:40].[Li+].[OH-], predict the reaction product. The product is: [CH3:12][O:13][C:14](=[O:41])[C:15]1[CH:20]=[CH:19][CH:18]=[CH:17][C:16]=1[N:21]1[C:25]([CH3:26])=[CH:24][C:23]([C:27](=[O:39])[NH:28][C:29]2[CH:34]=[CH:33][C:32]([S:35]([CH3:38])(=[O:37])=[O:36])=[CH:31][CH:30]=2)=[C:22]1[CH3:40].[CH3:38][S:35]([C:32]1[CH:31]=[CH:30][C:29]([NH:28][C:27]([C:23]2[CH:24]=[C:25]([CH3:26])[N:21]([C:16]3[CH:17]=[CH:18][CH:19]=[CH:20][C:15]=3[C:14]([OH:41])=[O:13])[C:22]=2[CH3:40])=[O:39])=[CH:34][CH:33]=1)(=[O:37])=[O:36]. (4) Given the reactants Cl[C:2]1[CH:3]=[C:4]([CH:7]=[CH:8][C:9]=1[NH2:10])[O:5][CH3:6].[C:11]([O:14]C(=O)C)(=O)[CH3:12].CCCCCC.C(Cl)[Cl:25], predict the reaction product. The product is: [Cl:25][C:3]1[CH:2]=[C:9]([NH:10][C:11](=[O:14])[CH3:12])[CH:8]=[CH:7][C:4]=1[O:5][CH3:6]. (5) Given the reactants C1C=CC(NC2C=CC(N=NC3C4C(=CC=CC=4)C(N=[N:27][C:28]4[C:33]5[CH:34]=[CH:35][CH:36]=[C:37]([S:38]([O-:41])(=[O:40])=[O:39])C=5C=CC=4)=CC=3)=C3C=CC=C(S([O-])(=O)=O)C=23)=CC=1.[Na+:50].[Na+].CC([NH:55][C:56]1[CH:61]=[CH:60][C:59](NC2C=CC(N)=C3C(C4C(S([O-])(=O)=O)=C(S([O-])(=O)=O)C=CC=4C(=O)C=23)=O)=[CH:58][CH:57]=1)=O.[Na+].[Na+].CC1C=C([S:97]([O-:100])(=[O:99])=[O:98])C=CC=1N/N=C1\C(C=CC2C\1=CC=CC=2)=O.[Na+].CC(NC1C=C(S([O-])(=O)=O)[CH:122]=[C:121]2[CH:129]=[C:130]([S:142]([O-:145])(=[O:144])=[O:143])/[C:131](/[C:140](=O)[C:120]=12)=[N:132]\NC1C=CC=CC=1)=O.[Na+].[Na+].[CH3:148]C(NC1C=CC(N/N=C2\C(S([O-])(=O)=O)=CC3C(C\2=O)=C(NC(C)=O)C=C(S([O-])(=O)=O)C=3)=CC=1)=O.[Na+].[Na+].CC1C(N=NC2C=CC(S([O-])(=O)=O)=CC=2)C(=O)N(C2C(Cl)=CC(S([O-])(=O)=O)=C(Cl)C=2)N=1.[Na+].[Na+].CC1C=CC(NC2C=CC(NC3C=CC(C)=CC=3S([O-])(=O)=O)=C3C(C4C(C(=O)C=23)=CC=CC=4)=O)=C(S([O-])(=O)=O)C=1.[Na+].[Na+], predict the reaction product. The product is: [CH3:148][C:140]1[C:131](=[NH:132])[C:130]([S:142]([O-:145])(=[O:143])=[O:144])=[CH:129]/[C:121](=[C:122](/[C:35]2[CH:34]=[CH:33][C:28]([NH2:27])=[C:37]([S:38]([O-:41])(=[O:40])=[O:39])[CH:36]=2)\[C:59]2[CH:60]=[CH:61][C:56]([NH2:55])=[C:57]([S:97]([OH:100])(=[O:99])=[O:98])[CH:58]=2)/[CH:120]=1.[Na+:50].[Na+:50].